From a dataset of Reaction yield outcomes from USPTO patents with 853,638 reactions. Predict the reaction yield, written as a fraction of the theoretical maximum amount of product (1.0 means a 100% yield; for example, 0.34 means a 34% yield). The reactants are [OH:1][CH2:2][C@@H:3]1[O:7][C:6](=[O:8])[N:5]([C:9]2[CH:10]=[CH:11][C:12]3[C:18](=[O:19])[CH2:17][CH2:16][CH2:15][CH2:14][C:13]=3[CH:20]=2)[CH2:4]1.C(N(CC)CC)C.[CH3:28][S:29](Cl)(=[O:31])=[O:30]. The catalyst is ClCCl. The product is [O:8]=[C:6]1[N:5]([C:9]2[CH:10]=[CH:11][C:12]3[C:18](=[O:19])[CH2:17][CH2:16][CH2:15][CH2:14][C:13]=3[CH:20]=2)[CH2:4][C@H:3]([CH2:2][O:1][S:29]([CH3:28])(=[O:31])=[O:30])[O:7]1. The yield is 1.00.